This data is from Full USPTO retrosynthesis dataset with 1.9M reactions from patents (1976-2016). The task is: Predict the reactants needed to synthesize the given product. (1) Given the product [Br:1][C:2]1[CH:3]=[CH:4][C:5]([CH2:6][C@@:7]23[CH2:26][C@@H:25]([OH:27])[CH2:24][N:8]2[S:9](=[O:22])(=[O:23])[C:10]([C:14]2[CH:15]=[C:16]([Cl:21])[CH:17]=[C:18]([Cl:20])[CH:19]=2)=[C:11]3[O:12][CH3:13])=[CH:35][CH:36]=1, predict the reactants needed to synthesize it. The reactants are: [Br:1][C:2]1[CH:36]=[CH:35][C:5]([CH2:6][C@@:7]23[CH2:26][C@@H:25]([O:27][Si](C(C)(C)C)(C)C)[CH2:24][N:8]2[S:9](=[O:23])(=[O:22])[C:10]([C:14]2[CH:19]=[C:18]([Cl:20])[CH:17]=[C:16]([Cl:21])[CH:15]=2)=[C:11]3[O:12][CH3:13])=[CH:4][CH:3]=1.F.CCOC(C)=O.C([O-])(O)=O.[Na+]. (2) Given the product [CH:2]([CH:3]1[CH2:8][CH2:7][CH2:6][CH:5]([C:9]([O:11][CH3:12])=[O:10])[CH2:4]1)=[O:1], predict the reactants needed to synthesize it. The reactants are: [OH:1][CH2:2][CH:3]1[CH2:8][CH2:7][CH2:6][CH:5]([C:9]([O:11][CH3:12])=[O:10])[CH2:4]1.CCN(CC)CC. (3) Given the product [Cl:32][C:33]1[CH:38]=[C:37]([Cl:39])[CH:36]=[CH:35][C:34]=1[C:4]1[C:5]2[O:6][C@@H:7]([CH2:10][O:11][S:12]([C:15]3[CH:16]=[CH:17][C:18]([CH3:21])=[CH:19][CH:20]=3)(=[O:13])=[O:14])[CH2:8][O:24][C:22]=2[CH:23]=[C:2]([Cl:1])[CH:3]=1, predict the reactants needed to synthesize it. The reactants are: [Cl:1][C:2]1[CH:23]=[C:22]([O:24]S(C(F)(F)F)(=O)=O)[C:5]2[O:6][C@@H:7]([CH2:10][O:11][S:12]([C:15]3[CH:20]=[CH:19][C:18]([CH3:21])=[CH:17][CH:16]=3)(=[O:14])=[O:13])[CH2:8]O[C:4]=2[CH:3]=1.[Cl:32][C:33]1[CH:38]=[C:37]([Cl:39])[CH:36]=[CH:35][C:34]=1B(O)O. (4) Given the product [F:43][C:16]([F:15])([F:42])[C:17]([C:26]1[CH:27]=[C:28]2[C:32](=[CH:33][CH:34]=1)[N:31]([C:35]1[CH:40]=[CH:39][C:38]([F:41])=[CH:37][CH:36]=1)[N:30]=[CH:29]2)([C:12]1[S:11][C:10]([CH2:9][OH:8])=[N:14][CH:13]=1)[OH:18], predict the reactants needed to synthesize it. The reactants are: [Si]([O:8][CH2:9][C:10]1[S:11][CH:12]=[CH:13][N:14]=1)(C(C)(C)C)(C)C.[F:15][C:16]([F:43])([F:42])[C:17]([C:26]1[CH:27]=[C:28]2[C:32](=[CH:33][CH:34]=1)[N:31]([C:35]1[CH:40]=[CH:39][C:38]([F:41])=[CH:37][CH:36]=1)[N:30]=[CH:29]2)(C1N=C(CO)SC=1)[OH:18]. (5) Given the product [OH:16][C@H:17]([CH3:36])[C@H:18]([NH:28][C:29](=[O:30])[O:31][C:32]([CH3:34])([CH3:33])[CH3:35])[C:19]1[CH:24]=[C:23]([F:25])[C:22]([F:26])=[C:21]([F:27])[CH:20]=1, predict the reactants needed to synthesize it. The reactants are: C(=O)([O-])[O-].[K+].[K+].[N+](C1C=CC(C([O:16][C@H:17]([CH3:36])[C@H:18]([NH:28][C:29]([O:31][C:32]([CH3:35])([CH3:34])[CH3:33])=[O:30])[C:19]2[CH:24]=[C:23]([F:25])[C:22]([F:26])=[C:21]([F:27])[CH:20]=2)=O)=CC=1)([O-])=O.C1COCC1.C(OCC)(=O)C. (6) The reactants are: [CH:1](=O)[C:2]1[O:6][CH:5]=[CH:4][CH:3]=1.Br[CH2:9][C:10]1[CH:19]=[CH:18][C:17]2[C:12](=[CH:13][CH:14]=[CH:15][CH:16]=2)[CH:11]=1.C1([SiH2]C2C=CC=CC=2)C=CC=CC=1.C(=O)([O-])OC(C)(C)C.[Na+]. Given the product [O:6]1[CH:5]=[CH:4][CH:3]=[C:2]1[CH:1]=[CH:9][C:10]1[CH:19]=[CH:18][C:17]2[C:12](=[CH:13][CH:14]=[CH:15][CH:16]=2)[CH:11]=1, predict the reactants needed to synthesize it. (7) Given the product [ClH:16].[CH3:1][C:2]1[S:6][C:5]2=[N:7][C:8]([CH2:10][C:11]([OH:13])=[O:12])=[CH:9][N:4]2[CH:3]=1, predict the reactants needed to synthesize it. The reactants are: [CH3:1][C:2]1[S:6][C:5]2=[N:7][C:8]([CH2:10][C:11]([O:13]CC)=[O:12])=[CH:9][N:4]2[CH:3]=1.[ClH:16].